From a dataset of Peptide-MHC class I binding affinity with 185,985 pairs from IEDB/IMGT. Regression. Given a peptide amino acid sequence and an MHC pseudo amino acid sequence, predict their binding affinity value. This is MHC class I binding data. The peptide sequence is FLSLSLLVI. The MHC is HLA-A02:01 with pseudo-sequence HLA-A02:01. The binding affinity (normalized) is 0.390.